Dataset: Full USPTO retrosynthesis dataset with 1.9M reactions from patents (1976-2016). Task: Predict the reactants needed to synthesize the given product. Given the product [F:35][C:15]([F:14])([F:36])[C:16]([C:22]1[CH:23]=[CH:24][C:25]([CH2:28][N:29]2[CH2:30][CH2:31][N:32]([S:10]([C:7]3[CH:8]=[CH:9][C:4]([N+:1]([O-:3])=[O:2])=[CH:5][CH:6]=3)(=[O:12])=[O:11])[CH2:33][CH2:34]2)=[CH:26][CH:27]=1)([OH:21])[C:17]([F:20])([F:19])[F:18], predict the reactants needed to synthesize it. The reactants are: [N+:1]([C:4]1[CH:9]=[CH:8][C:7]([S:10](Cl)(=[O:12])=[O:11])=[CH:6][CH:5]=1)([O-:3])=[O:2].[F:14][C:15]([F:36])([F:35])[C:16]([C:22]1[CH:27]=[CH:26][C:25]([CH2:28][N:29]2[CH2:34][CH2:33][NH:32][CH2:31][CH2:30]2)=[CH:24][CH:23]=1)([OH:21])[C:17]([F:20])([F:19])[F:18].C(N(CC)CC)C.O.